Dataset: Full USPTO retrosynthesis dataset with 1.9M reactions from patents (1976-2016). Task: Predict the reactants needed to synthesize the given product. (1) Given the product [CH:1]1([S:6][CH:7]([C:11]2[CH:16]=[CH:15][C:14]([N+:17]([O-:19])=[O:18])=[CH:13][CH:12]=2)[C:8]([NH:20][C:21]2[CH:26]=[CH:25][CH:24]=[CH:23][N:22]=2)=[O:10])[CH2:2][CH2:3][CH2:4][CH2:5]1, predict the reactants needed to synthesize it. The reactants are: [CH:1]1([S:6][CH:7]([C:11]2[CH:16]=[CH:15][C:14]([N+:17]([O-:19])=[O:18])=[CH:13][CH:12]=2)[C:8]([OH:10])=O)[CH2:5][CH2:4][CH2:3][CH2:2]1.[NH2:20][C:21]1[CH:26]=[CH:25][CH:24]=[CH:23][N:22]=1. (2) Given the product [CH3:66][O:65][C:61]1[CH:60]=[C:59]([NH:58][C:47]2[C:46]3[C:51](=[C:52]([CH3:54])[CH:53]=[C:44]([S:41]([C:37]4[CH:38]=[CH:39][CH:40]=[C:35]([C:33](=[O:34])[NH:32][CH2:31][CH2:30][CH2:29][CH2:28][CH2:27][CH2:26][CH2:25][CH:24]=[O:23])[CH:36]=4)(=[O:43])=[O:42])[CH:45]=3)[N:50]=[CH:49][C:48]=2[C:55]([NH2:57])=[O:56])[CH:64]=[CH:63][CH:62]=1, predict the reactants needed to synthesize it. The reactants are: CC(OI1(OC(C)=O)(OC(C)=O)OC(=O)C2C=CC=CC1=2)=O.[OH:23][CH2:24][CH2:25][CH2:26][CH2:27][CH2:28][CH2:29][CH2:30][CH2:31][NH:32][C:33]([C:35]1[CH:36]=[C:37]([S:41]([C:44]2[CH:45]=[C:46]3[C:51](=[C:52]([CH3:54])[CH:53]=2)[N:50]=[CH:49][C:48]([C:55]([NH2:57])=[O:56])=[C:47]3[NH:58][C:59]2[CH:64]=[CH:63][CH:62]=[C:61]([O:65][CH3:66])[CH:60]=2)(=[O:43])=[O:42])[CH:38]=[CH:39][CH:40]=1)=[O:34].C([O-])(O)=O.[Na+].